Dataset: Drug-target binding data from BindingDB patent sources. Task: Regression. Given a target protein amino acid sequence and a drug SMILES string, predict the binding affinity score between them. We predict pAffinity (pAffinity = -log10(affinity in M)). Dataset: bindingdb_patent. (1) The small molecule is Cc1cc(ccn1)-c1ccc(CC(=O)Nc2ccc(cn2)-c2cnccn2)cn1. The target protein (P56704) has sequence MAPLGYFLLLCSLKQALGSYPIWWSLAVGPQYSSLGSQPILCASIPGLVPKQLRFCRNYVEIMPSVAEGIKIGIQECQHQFRGRRWNCTTVHDSLAIFGPVLDKATRESAFVHAIASAGVAFAVTRSCAEGTAAICGCSSRHQGSPGKGWKWGGCSEDIEFGGMVSREFADARENRPDARSAMNRHNNEAGRQAIASHMHLKCKCHGLSGSCEVKTCWWSQPDFRAIGDFLKDKYDSASEMVVEKHRESRGWVETLRPRYTYFKVPTERDLVYYEASPNFCEPNPETGSFGTRDRTCNVSSHGIDGCDLLCCGRGHNARAERRREKCRCVFHWCCYVSCQECTRVYDVHTCK. The pAffinity is 9.3. (2) The small molecule is CS(=O)(=O)c1cc(Cc2cc(ccn2)C(=O)NCc2cc3c(Cl)c[nH]c3cc2F)cc2cc(Cl)cnc12. The target protein (Q92918) has sequence MDVVDPDIFNRDPRDHYDLLQRLGGGTYGEVFKARDKVSGDLVALKMVKMEPDDDVSTLQKEILILKTCRHANIVAYHGSYLWLQKLWICMEFCGAGSLQDIYQVTGSLSELQISYVCREVLQGLAYLHSQKKIHRDIKGANILINDAGEVRLADFGISAQIGATLARRLSFIGTPYWMAPEVAAVALKGGYNELCDIWSLGITAIELAELQPPLFDVHPLRVLFLMTKSGYQPPRLKEKGKWSAAFHNFIKVTLTKSPKKRPSATKMLSHQLVSQPGLNRGLILDLLDKLKNPGKGPSIGDIEDEEPELPPAIPRRIRSTHRSSSLGIPDADCCRRHMEFRKLRGMETRPPANTARLQPPRDLRSSSPRKQLSESSDDDYDDVDIPTPAEDTPPPLPPKPKFRSPSDEGPGSMGDDGQLSPGVLVRCASGPPPNSPRPGPPPSTSSPHLTAHSEPSLWNPPSRELDKPPLLPPKKEKMKRKGCALLVKLFNGCPLRIHS.... The pAffinity is 7.0.